Task: Predict the product of the given reaction.. Dataset: Forward reaction prediction with 1.9M reactions from USPTO patents (1976-2016) Given the reactants [CH:1]([O:4][C:5]([N:7]1[CH2:13][CH2:12][CH2:11][CH:10]([N:14]([C:30](=[O:32])[CH3:31])[CH2:15][C:16]2[CH:21]=[C:20]([C:22]([F:25])([F:24])[F:23])[CH:19]=[C:18]([C:26]([F:29])([F:28])[F:27])[CH:17]=2)[C:9]2[CH:33]=[CH:34][C:35](Br)=[CH:36][C:8]1=2)=[O:6])([CH3:3])[CH3:2].[C:38](=O)([O-])[O-:39].[Cs+].[Cs+].CO, predict the reaction product. The product is: [C:30]([N:14]([CH2:15][C:16]1[CH:21]=[C:20]([C:22]([F:25])([F:24])[F:23])[CH:19]=[C:18]([C:26]([F:29])([F:28])[F:27])[CH:17]=1)[CH:10]1[CH2:11][CH2:12][CH2:13][N:7]([C:5]([O:4][CH:1]([CH3:3])[CH3:2])=[O:6])[C:8]2[CH:36]=[C:35]([O:39][CH3:38])[CH:34]=[CH:33][C:9]1=2)(=[O:32])[CH3:31].